Dataset: Forward reaction prediction with 1.9M reactions from USPTO patents (1976-2016). Task: Predict the product of the given reaction. (1) Given the reactants [CH2:1]([N:3]1[CH2:8][CH:7]([OH:9])[C:6]2[S:10][C:11]([CH3:13])=[CH:12][C:5]=2[CH2:4]1)[CH3:2].[Br:14][C:15]1[CH:20]=[CH:19][CH:18]=[CH:17][C:16]=1F, predict the reaction product. The product is: [Br:14][C:15]1[CH:20]=[CH:19][CH:18]=[CH:17][C:16]=1[O:9][CH:7]1[CH2:8][N:3]([CH2:1][CH3:2])[CH2:4][C:5]2[CH:12]=[C:11]([CH3:13])[S:10][C:6]1=2. (2) Given the reactants [NH2:1][C:2]1[N:7]=[CH:6][C:5]([C:8]([C:10]2[C:11]([F:28])=[C:12]([C@H:17]([NH:20][CH:21]([CH:25]([CH3:27])[CH3:26])[CH2:22][C:23]#[N:24])[CH2:18][CH3:19])[CH:13]=[CH:14][C:15]=2[Cl:16])=[O:9])=[CH:4][CH:3]=1.S(=O)(=O)(O)[OH:30].C([O-])([O-])=O.[Na+].[Na+].C([O-])(O)=O.[Na+], predict the reaction product. The product is: [NH2:1][C:2]1[N:7]=[CH:6][C:5]([C:8]([C:10]2[C:11]([F:28])=[C:12]([C@H:17]([NH:20][C@@H:21]([CH:25]([CH3:27])[CH3:26])[CH2:22][C:23]([NH2:24])=[O:30])[CH2:18][CH3:19])[CH:13]=[CH:14][C:15]=2[Cl:16])=[O:9])=[CH:4][CH:3]=1.